From a dataset of Forward reaction prediction with 1.9M reactions from USPTO patents (1976-2016). Predict the product of the given reaction. (1) The product is: [CH2:7]([O:8][N:9]1[C:15](=[O:16])[N:14]2[CH2:17][C@H:10]1[CH2:11][CH2:12][C@H:13]2[C:18]([NH:21][C@H:22]1[CH2:28][CH2:27][CH2:26][N:25]([C:29]([O:31][C:32]([CH3:35])([CH3:34])[CH3:33])=[O:30])[CH2:24][CH2:23]1)=[O:20])[C:1]1[CH:2]=[CH:3][CH:4]=[CH:5][CH:6]=1. Given the reactants [C:1]1([CH2:7][O:8][N:9]2[C:15](=[O:16])[N:14]3[CH2:17][C@H:10]2[CH2:11][CH2:12][C@H:13]3[C:18]([OH:20])=O)[CH:6]=[CH:5][CH:4]=[CH:3][CH:2]=1.[NH2:21][C@H:22]1[CH2:28][CH2:27][CH2:26][N:25]([C:29]([O:31][C:32]([CH3:35])([CH3:34])[CH3:33])=[O:30])[CH2:24][CH2:23]1.C(N(CC)CC)C.C1C=CC2N(O)N=NC=2C=1.C(Cl)CCl, predict the reaction product. (2) Given the reactants Br[C:2]1[CH:7]=[CH:6][C:5](CC)=[CH:4][CH:3]=1.CCCCC.C([Li])(C)(C)C.C([C:22]1[CH:31]=[CH:30][C:25]([C:26]([O:28]C)=O)=[CH:24][C:23]=1O)=O.[Cl-].[NH4+], predict the reaction product. The product is: [C:2]1([CH:26]([C:25]2[CH:24]=[CH:23][CH:22]=[CH:31][CH:30]=2)[OH:28])[CH:7]=[CH:6][CH:5]=[CH:4][CH:3]=1. (3) Given the reactants CC(C)([O-])C.[K+].[CH3:7][C:8]1[NH:12][C:11]([C:13]([O:15][CH2:16][CH3:17])=[O:14])=[C:10]([C:18]2[CH:23]=[CH:22][CH:21]=[CH:20][CH:19]=2)[C:9]=1[C:24]([O:26][CH2:27][CH3:28])=[O:25].[CH2:29]([O:31][CH2:32]Cl)[CH3:30], predict the reaction product. The product is: [CH2:29]([O:31][CH2:32][N:12]1[C:8]([CH3:7])=[C:9]([C:24]([O:26][CH2:27][CH3:28])=[O:25])[C:10]([C:18]2[CH:23]=[CH:22][CH:21]=[CH:20][CH:19]=2)=[C:11]1[C:13]([O:15][CH2:16][CH3:17])=[O:14])[CH3:30]. (4) Given the reactants F[C:2]1[CH:10]=[C:9]([C:11]([F:14])([F:13])[F:12])[CH:8]=[CH:7][C:3]=1[C:4]([NH2:6])=[O:5].C([O-])([O-])=O.[K+].[K+].[CH2:21]([NH2:24])[CH:22]=[CH2:23].CC(N(C)C)=O, predict the reaction product. The product is: [CH2:21]([NH:24][C:2]1[CH:10]=[C:9]([C:11]([F:14])([F:13])[F:12])[CH:8]=[CH:7][C:3]=1[C:4]([NH2:6])=[O:5])[CH:22]=[CH2:23]. (5) Given the reactants [NH:1]1[CH:9]=[C:7]([CH3:8])[C:5](=[O:6])[NH:4][C:2]1=[O:3].C(=O)([O-])[O-].[Na+].[Na+].[CH2:16]([O:18][C:19]([CH:21]([P:32]([O:37][CH2:38][CH3:39])([O:34][CH2:35][CH3:36])=[O:33])[O:22][C@H:23]1[CH2:27][C@@H:26](OC(=O)C)[CH:25]=[CH:24]1)=[O:20])[CH3:17].ClCCl, predict the reaction product. The product is: [CH2:16]([O:18][C:19]([CH:21]([P:32]([O:37][CH2:38][CH3:39])([O:34][CH2:35][CH3:36])=[O:33])[O:22][C@@H:23]1[CH2:27][C@H:26]([N:1]2[CH:9]=[C:7]([CH3:8])[C:5](=[O:6])[NH:4][C:2]2=[O:3])[CH:25]=[CH:24]1)=[O:20])[CH3:17]. (6) The product is: [O:1]=[C:2]1[C:10](=[O:11])[C:9]2[C:4](=[CH:5][CH:6]=[C:7]([S:12][CH2:13][CH2:14][C:15]3[CH:24]=[CH:23][C:18]([C:19]([OH:21])=[O:20])=[CH:17][CH:16]=3)[CH:8]=2)[N:3]1[CH2:25][CH2:26][CH2:27][CH2:28][CH2:29][CH2:30][CH3:31]. Given the reactants [O:1]=[C:2]1[C:10](=[O:11])[C:9]2[C:4](=[CH:5][CH:6]=[C:7]([S:12][CH2:13][CH2:14][C:15]3[CH:24]=[CH:23][C:18]([C:19]([O:21]C)=[O:20])=[CH:17][CH:16]=3)[CH:8]=2)[N:3]1[CH2:25][CH2:26][CH2:27][CH2:28][CH2:29][CH2:30][CH3:31].C(=O)([O-])[O-].[K+].[K+], predict the reaction product. (7) Given the reactants Cl[C:2]1[C:3]2[C:13]([C:14]3[CH:19]=[CH:18][C:17]([F:20])=[CH:16][CH:15]=3)=[CH:12][S:11][C:4]=2[N:5]=[C:6]([CH2:8][CH2:9][OH:10])[N:7]=1.C(N(CC)CC)C.Cl.[CH3:29][O:30][CH2:31][CH:32]1[CH2:37][CH2:36][NH:35][CH2:34][CH2:33]1, predict the reaction product. The product is: [F:20][C:17]1[CH:18]=[CH:19][C:14]([C:13]2[C:3]3[C:2]([N:35]4[CH2:36][CH2:37][CH:32]([CH2:31][O:30][CH3:29])[CH2:33][CH2:34]4)=[N:7][C:6]([CH2:8][CH2:9][OH:10])=[N:5][C:4]=3[S:11][CH:12]=2)=[CH:15][CH:16]=1. (8) Given the reactants [C:1]1(B(O)O)[CH:6]=[CH:5][CH:4]=[CH:3][CH:2]=1.[O-]P([O-])([O-])=O.[K+].[K+].[K+].C(Cl)Cl.Cl[C:22]1[N:27]=[CH:26][C:25]([CH2:28][C:29]#[N:30])=[CH:24][CH:23]=1, predict the reaction product. The product is: [C:1]1([C:22]2[N:27]=[CH:26][C:25]([CH2:28][C:29]#[N:30])=[CH:24][CH:23]=2)[CH:6]=[CH:5][CH:4]=[CH:3][CH:2]=1. (9) Given the reactants [Cl:1][C:2]1[C:3](=[O:16])[N:4]([C:9]2[CH:13]=[C:12]([I:14])[N:11]([CH3:15])[N:10]=2)[C:5](=[O:8])[C:6]=1[CH3:7].[BH4-].[Na+].O.C(OCC)(=O)C, predict the reaction product. The product is: [Cl:1][C:2]1[C:3](=[O:16])[N:4]([C:9]2[CH:13]=[C:12]([I:14])[N:11]([CH3:15])[N:10]=2)[CH:5]([OH:8])[C:6]=1[CH3:7].